From a dataset of Experimentally validated miRNA-target interactions with 360,000+ pairs, plus equal number of negative samples. Binary Classification. Given a miRNA mature sequence and a target amino acid sequence, predict their likelihood of interaction. The miRNA is hsa-miR-520f-5p with sequence CCUCUAAAGGGAAGCGCUUUCU. The protein sequence of the target gene is MAAQCVTKVELNVSCNNLLDADVTSKSDPLCVLFLNTSGHQWYEVERTERIKNSLNPKFSKTFVIDYYFEVVQKLKFGIYDIDNKTIELSDDDFLGECEVTLGQIVSSKKLTRPLVLKNGKPAGKGSITISAEEIKDNRVVLFEMEARKLDNKDLFGKSDPYLEFHKQTSDGHWLMVHRTEVIKNNLNPMWKPFKISLNSLCYGDMDKTIKVECYDYDNDGSHDLIGTFQTTMTKLKEASRSSPVEYECINEKKRQKKKSYKNSGVISVKHCEITVECTFLDYIMGGCQLNFTVGVDFTG.... Result: 0 (no interaction).